The task is: Predict the reaction yield, written as a fraction of the theoretical maximum amount of product (1.0 means a 100% yield; for example, 0.34 means a 34% yield).. This data is from Reaction yield outcomes from USPTO patents with 853,638 reactions. (1) The reactants are [CH3:1][C:2]1[N:25]([CH3:26])[C:5]2[CH:6]=[C:7]([C:22](O)=[O:23])[C:8]3[CH2:9][CH2:10][C:11]4([NH:20][C:21]=3[C:4]=2[N:3]=1)[CH2:19][C:18]1[C:13](=[CH:14][CH:15]=[CH:16][CH:17]=1)[CH2:12]4.CN(C(O[N:42]1N=[N:42][C:37]2[CH:38]=[CH:39][CH:39]=[CH:38][C:37]1=2)=[N+](C)C)C.[B-](F)(F)(F)F.N1CCC1. The catalyst is CN(C)C=O. The product is [N:42]1([C:22]([C:7]2[C:8]3[CH2:9][CH2:10][C:11]4([NH:20][C:21]=3[C:4]3[N:3]=[C:2]([CH3:1])[N:25]([CH3:26])[C:5]=3[CH:6]=2)[CH2:12][C:13]2[C:18](=[CH:17][CH:16]=[CH:15][CH:14]=2)[CH2:19]4)=[O:23])[CH2:39][CH2:38][CH2:37]1. The yield is 0.630. (2) The reactants are O=[C:2](CCC)C(OCC)=O.CN(C)[CH:13]=[C:14]([CH2:22]CC)[C:15](=O)[C:16](OCC)=O.[N+]([O-])(O)=O.[N+]([O-])(O)=O.[CH3:34][O:35][C:36]1[CH:37]=[C:38]([NH:48][C:49]([NH2:51])=[NH:50])[CH:39]=[CH:40][C:41]=1[N:42]1[CH:46]=[C:45]([CH3:47])[N:44]=[CH:43]1.C(C1C(C(OCC)=O)=NC(NC2C=CC(N3C=C(C)N=C3)=C(OC)C=2)=NC=1)C.C(OC([O:87][CH2:88][CH3:89])N(C)C)C. No catalyst specified. The product is [CH2:15]([C:14]1[C:13]([C:88]([OH:87])([CH3:89])[CH3:2])=[N:50][C:49]([NH:48][C:38]2[CH:39]=[CH:40][C:41]([N:42]3[CH:46]=[C:45]([CH3:47])[N:44]=[CH:43]3)=[C:36]([O:35][CH3:34])[CH:37]=2)=[N:51][CH:22]=1)[CH3:16]. The yield is 0.0300.